Predict the reactants needed to synthesize the given product. From a dataset of Full USPTO retrosynthesis dataset with 1.9M reactions from patents (1976-2016). Given the product [Cl:27][C:26]([Cl:29])([Cl:28])[CH2:25][O:24][C:22](=[O:23])[NH:1][C:2]1[N:6]([C:7]2[CH:14]=[CH:13][C:10]([C:11]#[N:12])=[CH:9][CH:8]=2)[N:5]=[C:4]([C:15]([CH3:18])([CH3:17])[CH3:16])[CH:3]=1, predict the reactants needed to synthesize it. The reactants are: [NH2:1][C:2]1[N:6]([C:7]2[CH:14]=[CH:13][C:10]([C:11]#[N:12])=[CH:9][CH:8]=2)[N:5]=[C:4]([C:15]([CH3:18])([CH3:17])[CH3:16])[CH:3]=1.[OH-].[Na+].Cl[C:22]([O:24][CH2:25][C:26]([Cl:29])([Cl:28])[Cl:27])=[O:23].